The task is: Regression. Given a target protein amino acid sequence and a drug SMILES string, predict the binding affinity score between them. We predict pKi (pKi = -log10(Ki in M); higher means stronger inhibition). Dataset: bindingdb_ki.. This data is from Drug-target binding data from BindingDB using Ki measurements. (1) The compound is O=C(O)c1cc2ccccc2[nH]1. The target protein (P00766) has sequence CGVPAIQPVLSGLSRIVNGEEAVPGSWPWQVSLQDKTGFHFCGGSLINENWVVTAAHCGVTTSDVVVAGEFDQGSSSEKIQKLKIAKVFKNSKYNSLTINNDITLLKLSTAASFSQTVSAVCLPSASDDFAAGTTCVTTGWGLTRYTNANTPDRLQQASLPLLSNTNCKKYWGTKIKDAMICAGASGVSSCMGDSGGPLVCKKNGAWTLVGIVSWGSSTCSTSTPGVYARVTALVNWVQQTLAAN. The pKi is 2.4. (2) The compound is CC(COc1ccccc1)NC(=O)C(C#N)C(C)(C)C. The target protein (P56221) has sequence MGSQVQKSDEITFSDYLGLMTCVYEWADSYDSKDWDRLRKVIAPTLRIDYRSFLDKLWEAMPAEEFVGMVSSKQVLGDPTLRTQHFIGGTRWEKVSEDEVIGYHQLRVPHQRYKDTTMKEVTMKGHAHSANLHWYKKIDGVWKFAGLKPDIRWGEFDFDRIFEDGRETFGDK. The pKi is 8.5. (3) The drug is CSCCC(NC(=O)C(CC(C)C)NC(=O)CNC(=O)C(NC(=O)C(Cc1ccccc1)NC(=O)C(CCC(N)=O)NC(=O)C(CC(=O)O)NC(=O)C(CO)NC(=O)C(CCCCN)NC(=O)C1CCCN1C(=O)C(NC(=O)C(N)CC(=O)O)C(C)C)C(C)C)C(N)=O. The target protein (Q8C6A8) has sequence MERGLHLGAAAASEDDLFLHKSLGTSAAKRLEAAFRSTPPGMDLSLAPPTRERPASSSSPLGCFEPADPEGAGLRLPPPGGGGGASGGGGGVSVPGLLVGSAGVGGEPSLSSLPAGAALCLKYGESAGRGSVAESSGGEQSPDDDSDGLCELVLRAGGPDPRASPRAGGGSAKVAEGCSNAHLHGGSGLPPGGPTSGGGSGGGGGGSSKKSKEQKALRLNINARERRRMHDLNDALDELRAVIPYAHSPSVRKLSKIATLLLAKNYILMQAQALEEMRRLVAYLNQGQAISAASLPSSAAAAAAAAALHPALGAYEQAAGYPFSAGLPPAASCPEKCALFNSVSSSLCKQCTEKP. The pKi is 9.2.